This data is from HIV replication inhibition screening data with 41,000+ compounds from the AIDS Antiviral Screen. The task is: Binary Classification. Given a drug SMILES string, predict its activity (active/inactive) in a high-throughput screening assay against a specified biological target. The molecule is COc1cccc(OC)c1NC1=NCCO1. The result is 0 (inactive).